Binary Classification. Given a drug SMILES string, predict its activity (active/inactive) in a high-throughput screening assay against a specified biological target. From a dataset of Orexin1 receptor HTS with 218,158 compounds and 233 confirmed actives. (1) The molecule is s1c(CNC(=O)CN2C(=O)C3(NC2=O)CCCc2c3ccc(OC)c2)ccc1. The result is 0 (inactive). (2) The drug is s1c2n(nc(c2cc1C(=O)Nc1sc(cn1)C)C)c1ccccc1. The result is 1 (active). (3) The drug is O=C(N(CC(=O)Nc1ccc(OC)cc1)C)c1c2c(nc(c1)c1ccc(OC)cc1)cccc2. The result is 0 (inactive). (4) The compound is o1c(nnc1CCC(=O)N1CCN(C(=O)C1)Cc1cc(OC)ccc1)C1CCCCC1. The result is 0 (inactive). (5) The compound is s1c2nc(nc(NCc3cccnc3)c2c(c1C(OCC)=O)C)C. The result is 0 (inactive). (6) The drug is S1(=O)(=O)Cc2c(n(nc2C(=O)NCc2ccc(cc2)C)C)c2c1cccc2. The result is 0 (inactive). (7) The drug is S(=O)(=O)(N(CC(=O)Nc1cc(c(cc1)C)C)C)c1c2nsnc2ccc1. The result is 0 (inactive).